Dataset: Peptide-MHC class I binding affinity with 185,985 pairs from IEDB/IMGT. Task: Regression. Given a peptide amino acid sequence and an MHC pseudo amino acid sequence, predict their binding affinity value. This is MHC class I binding data. (1) The binding affinity (normalized) is 0.0847. The MHC is HLA-A31:01 with pseudo-sequence HLA-A31:01. The peptide sequence is MLREGNQAF. (2) The MHC is HLA-A02:03 with pseudo-sequence HLA-A02:03. The binding affinity (normalized) is 0.0983. The peptide sequence is EMDKDDESLI. (3) The binding affinity (normalized) is 0.0866. The peptide sequence is CKKCCYHCQF. The MHC is Mamu-B17 with pseudo-sequence Mamu-B17. (4) The peptide sequence is KTAVNTAAI. The MHC is H-2-Db with pseudo-sequence H-2-Db. The binding affinity (normalized) is 0.493. (5) The peptide sequence is QFNQMMNPSH. The MHC is HLA-A11:01 with pseudo-sequence HLA-A11:01. The binding affinity (normalized) is 0. (6) The peptide sequence is IYVLVMLVL. The MHC is HLA-B40:02 with pseudo-sequence HLA-B40:02. The binding affinity (normalized) is 0.